The task is: Predict the product of the given reaction.. This data is from Forward reaction prediction with 1.9M reactions from USPTO patents (1976-2016). (1) The product is: [Br:7][C:6]1[C:2]([C:16]2[CH:15]=[CH:14][C:11]([C:12]#[N:13])=[CH:10][C:9]=2[CH3:8])=[CH:3][S:4][CH:5]=1. Given the reactants Br[C:2]1[C:6]([Br:7])=[CH:5][S:4][CH:3]=1.[CH3:8][C:9]1[CH:10]=[C:11]([CH:14]=[CH:15][C:16]=1B1OC(C)(C)C(C)(C)O1)[C:12]#[N:13].C([O-])([O-])=O.[Na+].[Na+], predict the reaction product. (2) Given the reactants Br[C:2]1[CH:9]=[CH:8][C:5]([CH:6]=[O:7])=[CH:4][CH:3]=1.[CH2:10]1[C:14]2([CH2:18][CH2:17][NH:16][CH2:15]2)[CH2:13][CH2:12][N:11]1[C:19]([O:21][C:22]([CH3:25])([CH3:24])[CH3:23])=[O:20], predict the reaction product. The product is: [CH:6]([C:5]1[CH:8]=[CH:9][C:2]([N:16]2[CH2:17][CH2:18][C:14]3([CH2:10][N:11]([C:19]([O:21][C:22]([CH3:23])([CH3:24])[CH3:25])=[O:20])[CH2:12][CH2:13]3)[CH2:15]2)=[CH:3][CH:4]=1)=[O:7]. (3) Given the reactants N(C(OC(C)(C)C)=O)=NC(OC(C)(C)C)=O.C1(P(C2C=CC=CC=2)C2C=CC=CC=2)C=CC=CC=1.[CH:36]1([CH2:39][N:40]2[CH:45]=[C:44]([OH:46])[C:43](=[O:47])[C:42]([C:48]3[N:52]([C:53]4[CH:58]=[CH:57][CH:56]=[CH:55][CH:54]=4)[N:51]=[CH:50][CH:49]=3)=[N:41]2)[CH2:38][CH2:37]1.[CH3:59][N:60]1[C:64]2[CH:65]=[CH:66][CH:67]=[CH:68][C:63]=2[N:62]=[C:61]1[CH2:69][CH2:70][CH2:71]O, predict the reaction product. The product is: [CH:36]1([CH2:39][N:40]2[CH:45]=[C:44]([O:46][CH2:71][CH2:70][CH2:69][C:61]3[N:60]([CH3:59])[C:64]4[CH:65]=[CH:66][CH:67]=[CH:68][C:63]=4[N:62]=3)[C:43](=[O:47])[C:42]([C:48]3[N:52]([C:53]4[CH:58]=[CH:57][CH:56]=[CH:55][CH:54]=4)[N:51]=[CH:50][CH:49]=3)=[N:41]2)[CH2:37][CH2:38]1.